From a dataset of Peptide-MHC class II binding affinity with 134,281 pairs from IEDB. Regression. Given a peptide amino acid sequence and an MHC pseudo amino acid sequence, predict their binding affinity value. This is MHC class II binding data. (1) The peptide sequence is GYITTNVLREILKEL. The MHC is HLA-DQA10401-DQB10402 with pseudo-sequence HLA-DQA10401-DQB10402. The binding affinity (normalized) is 0.436. (2) The peptide sequence is FVNPVEAFQFYFELL. The MHC is DRB1_1101 with pseudo-sequence DRB1_1101. The binding affinity (normalized) is 0.130. (3) The peptide sequence is ASMVNGVIKILTYPW. The MHC is DRB1_0801 with pseudo-sequence DRB1_0801. The binding affinity (normalized) is 0.659. (4) The peptide sequence is WGAIWRIDTPDKLTGPFTVR. The MHC is HLA-DQA10301-DQB10302 with pseudo-sequence HLA-DQA10301-DQB10302. The binding affinity (normalized) is 0.282. (5) The peptide sequence is AAATVGTTVYGAFAA. The MHC is HLA-DQA10501-DQB10301 with pseudo-sequence HLA-DQA10501-DQB10301. The binding affinity (normalized) is 0.601. (6) The peptide sequence is SLVSHIVKWKREEHY. The MHC is DRB1_0101 with pseudo-sequence DRB1_0101. The binding affinity (normalized) is 0.430.